Task: Predict the reactants needed to synthesize the given product.. Dataset: Full USPTO retrosynthesis dataset with 1.9M reactions from patents (1976-2016) (1) Given the product [S:56]1[C:60]([C:61]2[CH:62]=[CH:63][C:64]([NH:67][C:36]([C:15]3[O:16][C:17]4[C:12]([C:13](=[O:18])[CH:14]=3)=[CH:11][CH:10]=[CH:9][C:8]=4[N:5]3[CH2:6][CH2:7][N:2]([CH3:1])[CH2:3][CH2:4]3)=[O:37])=[CH:65][CH:66]=2)=[CH:59][N:58]=[N:57]1, predict the reactants needed to synthesize it. The reactants are: [CH3:1][N:2]1[CH2:7][CH2:6][N:5]([C:8]2[CH:9]=[CH:10][CH:11]=[C:12]3[C:17]=2[O:16][CH:15]=[CH:14][C:13]3=[O:18])[CH2:4][CH2:3]1.CN1CCN(C2C=CC3C(C=2)=CC=C2C=3[O:37][C:36](C(NC3C=CC(N4CCOCC4)=CC=3)=O)=CC2=O)CC1.[S:56]1[C:60]([C:61]2[CH:66]=[CH:65][C:64]([NH2:67])=[CH:63][CH:62]=2)=[CH:59][N:58]=[N:57]1. (2) Given the product [CH2:1]([C:4]1([C:21]2[CH:26]=[CH:25][CH:24]=[CH:23][CH:22]=2)[CH2:8][N:7]([C:9]2[CH:14]=[C:13]([Cl:15])[CH:12]=[CH:11][C:10]=2[F:16])[N:6]=[C:5]1[C:17]([N:47]([O:50][CH3:30])[CH3:44])=[O:18])[CH:2]=[CH2:3], predict the reactants needed to synthesize it. The reactants are: [CH2:1]([C:4]1([C:21]2[CH:26]=[CH:25][CH:24]=[CH:23][CH:22]=2)[CH2:8][N:7]([C:9]2[CH:14]=[C:13]([Cl:15])[CH:12]=[CH:11][C:10]=2[F:16])[N:6]=[C:5]1[C:17](OC)=[O:18])[CH:2]=[CH2:3].[Li+].[OH-].Cl.[CH2:30](N(CC)CC)C.C(Cl)CCl.C1C=N[C:44]2[N:47]([OH:50])N=NC=2C=1. (3) Given the product [C:1]1([CH:7]([C:29]2[CH:34]=[CH:33][CH:32]=[CH:31][CH:30]=2)[CH2:8][NH:9][C:10]2[N:18]=[C:17]([C:19]([NH:35][CH2:36][CH2:37][N:38]3[CH2:43][CH2:42][CH2:41][CH2:40][CH2:39]3)=[O:20])[N:16]=[C:15]3[C:11]=2[N:12]=[CH:13][N:14]3[CH:23]2[CH2:28][CH2:27][CH2:26][CH2:25][O:24]2)[CH:6]=[CH:5][CH:4]=[CH:3][CH:2]=1, predict the reactants needed to synthesize it. The reactants are: [C:1]1([CH:7]([C:29]2[CH:34]=[CH:33][CH:32]=[CH:31][CH:30]=2)[CH2:8][NH:9][C:10]2[N:18]=[C:17]([C:19](OC)=[O:20])[N:16]=[C:15]3[C:11]=2[N:12]=[CH:13][N:14]3[CH:23]2[CH2:28][CH2:27][CH2:26][CH2:25][O:24]2)[CH:6]=[CH:5][CH:4]=[CH:3][CH:2]=1.[NH2:35][CH2:36][CH2:37][N:38]1[CH2:43][CH2:42][CH2:41][CH2:40][CH2:39]1. (4) Given the product [NH2:2][C:3]1[C:4]2[C:14]([O:15][CH2:16][C@H:17]3[CH2:22][CH2:21][CH2:20][CH2:19][N:18]3[C:27]([C:26]3[CH:30]=[CH:31][N:32]=[C:24]([CH3:23])[CH:25]=3)=[O:28])=[CH:13][CH:12]=[CH:11][C:5]=2[NH:6][S:7](=[O:9])(=[O:10])[N:8]=1, predict the reactants needed to synthesize it. The reactants are: Cl.[NH2:2][C:3]1[C:4]2[C:14]([O:15][CH2:16][C@H:17]3[CH2:22][CH2:21][CH2:20][CH2:19][NH2+:18]3)=[CH:13][CH:12]=[CH:11][C:5]=2[NH:6][S:7](=[O:10])(=[O:9])[N:8]=1.[CH3:23][C:24]1[CH:25]=[C:26]([CH:30]=[CH:31][N:32]=1)[C:27](O)=[O:28].